This data is from Forward reaction prediction with 1.9M reactions from USPTO patents (1976-2016). The task is: Predict the product of the given reaction. (1) Given the reactants [Cl:1][C:2]1[CH:7]=[CH:6][C:5]([C:8]2[C:9]([C:30]3[CH:35]=[CH:34][N:33]=[CH:32][CH:31]=3)=[N:10][N:11]3[C:16]([CH:17]4[CH2:23][CH:22]5[N:24](C(OCC)=O)[CH:19]([CH2:20][CH2:21]5)[CH2:18]4)=[CH:15][CH:14]=[N:13][C:12]=23)=[CH:4][C:3]=1[OH:36].I[Si](C)(C)C, predict the reaction product. The product is: [CH:22]12[NH:24][CH:19]([CH2:20][CH2:21]1)[CH2:18][CH:17]([C:16]1[N:11]3[N:10]=[C:9]([C:30]4[CH:31]=[CH:32][N:33]=[CH:34][CH:35]=4)[C:8]([C:5]4[CH:6]=[CH:7][C:2]([Cl:1])=[C:3]([OH:36])[CH:4]=4)=[C:12]3[N:13]=[CH:14][CH:15]=1)[CH2:23]2. (2) Given the reactants [OH-].[K+].[F:3][C:4]1[CH:19]=[C:18]([N+:20]([O-:22])=[O:21])[CH:17]=[CH:16][C:5]=1[O:6][C:7]1[CH:12]=[CH:11][N:10]=[C:9]2[NH:13][N:14]=[CH:15][C:8]=12.[I:23]I.Cl[CH2:26][C:27]1[CH:32]=[CH:31][C:30]([O:33][CH3:34])=[CH:29][CH:28]=1, predict the reaction product. The product is: [CH3:34][O:33][C:30]1[CH:31]=[CH:32][C:27]([CH2:26][N:13]2[C:9]3=[N:10][CH:11]=[CH:12][C:7]([O:6][C:5]4[CH:16]=[CH:17][C:18]([N+:20]([O-:22])=[O:21])=[CH:19][C:4]=4[F:3])=[C:8]3[C:15]([I:23])=[N:14]2)=[CH:28][CH:29]=1.